Dataset: Reaction yield outcomes from USPTO patents with 853,638 reactions. Task: Predict the reaction yield, written as a fraction of the theoretical maximum amount of product (1.0 means a 100% yield; for example, 0.34 means a 34% yield). (1) The reactants are Cl[CH2:2][C:3]([NH:5][C:6]([CH3:40])([CH3:39])[C:7]([NH:9][CH2:10][CH2:11][N:12]([CH2:26][CH2:27][NH:28][C:29](=[O:38])[C:30]([CH3:37])([NH:32][C:33](=[O:36])[CH2:34]Cl)[CH3:31])[CH2:13][CH2:14][NH:15][C:16](=[O:25])[C:17]([NH:20][C:21](=[O:24])[CH2:22]Cl)([CH3:19])[CH3:18])=[O:8])=[O:4].[K+].[CH2:42]([O:44][C:45]([S-:47])=[S:46])[CH3:43]. The catalyst is C(#N)C. The product is [CH2:42]([O:44][C:45](=[S:47])[S:46][CH2:2][C:3](=[O:4])[NH:5][C:6]([C:7](=[O:8])[NH:9][CH2:10][CH2:11][N:12]([CH2:26][CH2:27][NH:28][C:29](=[O:38])[C:30]([NH:32][C:33](=[O:36])[CH2:34][S:47][C:45]([O:44][CH2:42][CH3:43])=[S:46])([CH3:37])[CH3:31])[CH2:13][CH2:14][NH:15][C:16](=[O:25])[C:17]([CH3:19])([NH:20][C:21](=[O:24])[CH2:22][S:46][C:45]([O:44][CH2:42][CH3:43])=[S:47])[CH3:18])([CH3:40])[CH3:39])[CH3:43]. The yield is 0.870. (2) The reactants are [CH3:1][O:2][C:3]([C:5]1([CH2:11]I)[CH2:10][CH2:9][O:8][CH2:7][CH2:6]1)=[O:4].[C:13]([O-:16])(=[S:15])[CH3:14].[K+]. The catalyst is CN(C)C=O.O. The product is [CH3:1][O:2][C:3]([C:5]1([CH2:11][S:15][C:13](=[O:16])[CH3:14])[CH2:10][CH2:9][O:8][CH2:7][CH2:6]1)=[O:4]. The yield is 0.970. (3) The reactants are [OH:1][CH2:2][C:3]1[CH:8]=[CH:7][CH:6]=[C:5]([CH2:9][OH:10])[N:4]=1.[I-].[K+].[S:13](Cl)([C:16]1[CH:22]=[CH:21][C:19]([CH3:20])=[CH:18][CH:17]=1)(=[O:15])=[O:14]. The catalyst is ClCCl.[Ag]=O. The product is [CH3:20][C:19]1[CH:21]=[CH:22][C:16]([S:13]([O:1][CH2:2][C:3]2[CH:8]=[CH:7][CH:6]=[C:5]([CH2:9][OH:10])[N:4]=2)(=[O:15])=[O:14])=[CH:17][CH:18]=1. The yield is 0.820. (4) The product is [CH3:11][C:10]([CH3:13])([CH3:12])[C:9]([NH:8][C:4]1[CH:5]=[N:6][CH:7]=[C:2]([C:22]2[CH:21]=[C:20]3[C:25](=[CH:24][CH:23]=2)[N:16]([CH3:15])[C:17](=[O:35])[CH2:18][CH2:19]3)[CH:3]=1)=[O:14]. The reactants are Br[C:2]1[CH:3]=[C:4]([NH:8][C:9](=[O:14])[C:10]([CH3:13])([CH3:12])[CH3:11])[CH:5]=[N:6][CH:7]=1.[CH3:15][N:16]1[C:25]2[C:20](=[CH:21][C:22](B3OC(C)(C)C(C)(C)O3)=[CH:23][CH:24]=2)[CH2:19][CH2:18][C:17]1=[O:35].CN(C=O)C.C([O-])([O-])=O.[Na+].[Na+]. The catalyst is CCOC(C)=O.C1C=CC(P(C2C=CC=CC=2)C2C=CC=CC=2)=CC=1.C1C=CC(P(C2C=CC=CC=2)C2C=CC=CC=2)=CC=1.Cl[Pd]Cl. The yield is 0.740. (5) The reactants are [Br:1][C:2]1[CH:7]=[CH:6][C:5]([NH2:8])=[C:4](I)[CH:3]=1.[CH3:10][C:11]1([CH3:20])[CH2:16][CH2:15][C:14](B(O)O)=[CH:13][CH2:12]1.C([O-])([O-])=O.[Na+].[Na+].CCO. The catalyst is CCOC(C)=O.C1C=CC([P]([Pd]([P](C2C=CC=CC=2)(C2C=CC=CC=2)C2C=CC=CC=2)([P](C2C=CC=CC=2)(C2C=CC=CC=2)C2C=CC=CC=2)[P](C2C=CC=CC=2)(C2C=CC=CC=2)C2C=CC=CC=2)(C2C=CC=CC=2)C2C=CC=CC=2)=CC=1.C1(C)C=CC=CC=1. The product is [Br:1][C:2]1[CH:7]=[CH:6][C:5]([NH2:8])=[C:4]([C:14]2[CH2:15][CH2:16][C:11]([CH3:20])([CH3:10])[CH2:12][CH:13]=2)[CH:3]=1. The yield is 0.660. (6) The reactants are O.[OH-].[Li+].[C:4]1([C:10]2[NH:11][C:12]3[C:17]([CH:18]=2)=[CH:16][C:15]([C:19]([O:21]C)=[O:20])=[CH:14][CH:13]=3)[CH:9]=[CH:8][CH:7]=[CH:6][CH:5]=1. The catalyst is O.O1CCCC1. The product is [C:4]1([C:10]2[NH:11][C:12]3[C:17]([CH:18]=2)=[CH:16][C:15]([C:19]([OH:21])=[O:20])=[CH:14][CH:13]=3)[CH:5]=[CH:6][CH:7]=[CH:8][CH:9]=1. The yield is 0.460.